From a dataset of Reaction yield outcomes from USPTO patents with 853,638 reactions. Predict the reaction yield, written as a fraction of the theoretical maximum amount of product (1.0 means a 100% yield; for example, 0.34 means a 34% yield). (1) The reactants are C([NH:5][S:6]([CH2:9][O:10][C:11]1[CH:16]=[CH:15][C:14]([CH:17]=[O:18])=[C:13]([Cl:19])[CH:12]=1)(=[O:8])=[O:7])(C)(C)C.Cl. The catalyst is O1CCOCC1.O. The product is [Cl:19][C:13]1[CH:12]=[C:11]([CH:16]=[CH:15][C:14]=1[CH:17]=[O:18])[O:10][CH2:9][S:6]([NH2:5])(=[O:8])=[O:7]. The yield is 0.570. (2) The product is [I:1][C:2]1[CH:3]=[C:4]2[C:9](=[CH:10][CH:11]=1)[C:8](=[O:12])[NH:7][C:6](=[O:13])/[C:5]/2=[CH:14]\[NH:15][C:16]1[CH:21]=[N:20][C:19]([N:22]2[CH2:23][CH2:24][NH:25][CH2:26][CH2:27]2)=[CH:18][CH:17]=1. The reactants are [I:1][C:2]1[CH:3]=[C:4]2[C:9](=[CH:10][CH:11]=1)[C:8](=[O:12])[NH:7][C:6](=[O:13])/[C:5]/2=[CH:14]\[NH:15][C:16]1[CH:17]=[CH:18][C:19]([N:22]2[CH2:27][CH2:26][N:25](C(OC(C)(C)C)=O)[CH2:24][CH2:23]2)=[N:20][CH:21]=1.P(=O)(O)(O)O.C(=O)([O-])[O-].[K+].[K+]. The yield is 0.850. The catalyst is CN(C)C=O. (3) The reactants are CO[C:3](=[O:13])[C:4]1[C:9]([I:10])=[CH:8][CH:7]=[CH:6][C:5]=1[CH2:11]Br.[CH2:14]([C:16]1[CH:23]=[CH:22][C:19]([CH2:20][NH2:21])=[CH:18][CH:17]=1)[CH3:15].C([O-])([O-])=O.[K+].[K+].C(OCC)(=O)C. The catalyst is C1(C)C=CC=CC=1.CCCCCC. The product is [I:10][C:9]1[CH:8]=[CH:7][CH:6]=[C:5]2[C:4]=1[C:3](=[O:13])[N:21]([CH2:20][C:19]1[CH:22]=[CH:23][C:16]([CH2:14][CH3:15])=[CH:17][CH:18]=1)[CH2:11]2. The yield is 0.280.